From a dataset of NCI-60 drug combinations with 297,098 pairs across 59 cell lines. Regression. Given two drug SMILES strings and cell line genomic features, predict the synergy score measuring deviation from expected non-interaction effect. (1) Drug 1: CN(CC1=CN=C2C(=N1)C(=NC(=N2)N)N)C3=CC=C(C=C3)C(=O)NC(CCC(=O)O)C(=O)O. Drug 2: COC1=C2C(=CC3=C1OC=C3)C=CC(=O)O2. Cell line: MOLT-4. Synergy scores: CSS=67.2, Synergy_ZIP=-5.41, Synergy_Bliss=-11.9, Synergy_Loewe=-62.6, Synergy_HSA=-12.5. (2) Drug 1: CC1OCC2C(O1)C(C(C(O2)OC3C4COC(=O)C4C(C5=CC6=C(C=C35)OCO6)C7=CC(=C(C(=C7)OC)O)OC)O)O. Drug 2: CC1C(C(=O)NC(C(=O)N2CCCC2C(=O)N(CC(=O)N(C(C(=O)O1)C(C)C)C)C)C(C)C)NC(=O)C3=C4C(=C(C=C3)C)OC5=C(C(=O)C(=C(C5=N4)C(=O)NC6C(OC(=O)C(N(C(=O)CN(C(=O)C7CCCN7C(=O)C(NC6=O)C(C)C)C)C)C(C)C)C)N)C. Cell line: ACHN. Synergy scores: CSS=49.6, Synergy_ZIP=0.00498, Synergy_Bliss=1.53, Synergy_Loewe=2.04, Synergy_HSA=2.14. (3) Drug 1: COC1=C(C=C2C(=C1)N=CN=C2NC3=CC(=C(C=C3)F)Cl)OCCCN4CCOCC4. Drug 2: CN(C)N=NC1=C(NC=N1)C(=O)N. Cell line: IGROV1. Synergy scores: CSS=60.2, Synergy_ZIP=10.1, Synergy_Bliss=9.79, Synergy_Loewe=2.35, Synergy_HSA=13.4. (4) Drug 1: CN(C)N=NC1=C(NC=N1)C(=O)N. Cell line: NCI/ADR-RES. Drug 2: CN(CC1=CN=C2C(=N1)C(=NC(=N2)N)N)C3=CC=C(C=C3)C(=O)NC(CCC(=O)O)C(=O)O. Synergy scores: CSS=8.58, Synergy_ZIP=-0.618, Synergy_Bliss=-2.75, Synergy_Loewe=-22.2, Synergy_HSA=-6.27. (5) Drug 1: CC1=CC=C(C=C1)C2=CC(=NN2C3=CC=C(C=C3)S(=O)(=O)N)C(F)(F)F. Drug 2: CCN(CC)CCNC(=O)C1=C(NC(=C1C)C=C2C3=C(C=CC(=C3)F)NC2=O)C. Cell line: NCIH23. Synergy scores: CSS=7.94, Synergy_ZIP=-3.56, Synergy_Bliss=-0.00110, Synergy_Loewe=0.159, Synergy_HSA=1.07. (6) Drug 1: CN1C2=C(C=C(C=C2)N(CCCl)CCCl)N=C1CCCC(=O)O.Cl. Drug 2: CS(=O)(=O)OCCCCOS(=O)(=O)C. Cell line: UACC62. Synergy scores: CSS=7.80, Synergy_ZIP=-2.87, Synergy_Bliss=-0.0530, Synergy_Loewe=1.11, Synergy_HSA=-0.0643. (7) Cell line: SNB-75. Drug 2: COCCOC1=C(C=C2C(=C1)C(=NC=N2)NC3=CC=CC(=C3)C#C)OCCOC.Cl. Synergy scores: CSS=1.19, Synergy_ZIP=-2.30, Synergy_Bliss=-1.13, Synergy_Loewe=-1.08, Synergy_HSA=-1.23. Drug 1: C(CC(=O)O)C(=O)CN.Cl. (8) Drug 1: CCC1=C2CN3C(=CC4=C(C3=O)COC(=O)C4(CC)O)C2=NC5=C1C=C(C=C5)O. Drug 2: C1C(C(OC1N2C=NC3=C2NC=NCC3O)CO)O. Cell line: A498. Synergy scores: CSS=19.5, Synergy_ZIP=-5.27, Synergy_Bliss=3.98, Synergy_Loewe=-23.2, Synergy_HSA=3.63. (9) Drug 1: C1=CC(=CC=C1CCC2=CNC3=C2C(=O)NC(=N3)N)C(=O)NC(CCC(=O)O)C(=O)O. Synergy scores: CSS=50.9, Synergy_ZIP=-4.71, Synergy_Bliss=-12.0, Synergy_Loewe=9.57, Synergy_HSA=1.72. Drug 2: CC1C(C(CC(O1)OC2CC(CC3=C2C(=C4C(=C3O)C(=O)C5=C(C4=O)C(=CC=C5)OC)O)(C(=O)CO)O)N)O.Cl. Cell line: MCF7.